Dataset: Full USPTO retrosynthesis dataset with 1.9M reactions from patents (1976-2016). Task: Predict the reactants needed to synthesize the given product. The reactants are: C(=O)([O-])[O-].[K+].[K+].[CH2:7]1[NH:12][C:10](=[O:11])[NH:9][CH2:8]1.Br[CH2:14][C:15]1[CH:24]=[CH:23][C:18]([C:19]([O:21][CH3:22])=[O:20])=[CH:17][CH:16]=1. Given the product [CH3:22][O:21][C:19]([C:18]1[CH:23]=[CH:24][C:15]([CH2:14][N:9]2[CH2:8][CH2:7][NH:12][C:10]2=[O:11])=[CH:16][CH:17]=1)=[O:20], predict the reactants needed to synthesize it.